Predict the product of the given reaction. From a dataset of Forward reaction prediction with 1.9M reactions from USPTO patents (1976-2016). Given the reactants Br[C:2]1[CH:3]=[CH:4][C:5]([F:8])=[N:6][CH:7]=1.[B:9](OC(C)C)([O:14]C(C)C)[O:10]C(C)C.C([Li])CCC.Cl, predict the reaction product. The product is: [F:8][C:5]1[N:6]=[CH:7][C:2]([B:9]([OH:14])[OH:10])=[CH:3][CH:4]=1.